Dataset: Full USPTO retrosynthesis dataset with 1.9M reactions from patents (1976-2016). Task: Predict the reactants needed to synthesize the given product. (1) Given the product [CH3:14][O:13][C:9]1[CH:8]=[C:7]([S:6][CH2:5][CH:4]=[O:3])[CH:12]=[CH:11][CH:10]=1, predict the reactants needed to synthesize it. The reactants are: C([O:3][CH:4](OCC)[CH2:5][S:6][C:7]1[CH:12]=[CH:11][CH:10]=[C:9]([O:13][CH3:14])[CH:8]=1)C.C(O)(=O)C. (2) Given the product [CH3:12][O:13][C:14]1[CH:29]=[CH:28][C:17]([CH2:18][N:19]2[CH2:25][CH2:11][CH:10]([C:7]3[CH:6]=[CH:5][C:4]([N+:1]([O-:3])=[O:2])=[CH:9][N:8]=3)[CH2:20]2)=[CH:16][CH:15]=1, predict the reactants needed to synthesize it. The reactants are: [N+:1]([C:4]1[CH:5]=[CH:6][C:7]([CH:10]=[CH2:11])=[N:8][CH:9]=1)([O-:3])=[O:2].[CH3:12][O:13][C:14]1[CH:29]=[CH:28][C:17]([CH2:18][N:19]([CH2:25]OC)[CH2:20][Si](C)(C)C)=[CH:16][CH:15]=1.FC(F)(F)C(O)=O. (3) Given the product [CH3:7][O:8][C:9]1[CH:10]=[C:11]([CH2:12][OH:13])[CH:16]=[CH:17][N:18]=1, predict the reactants needed to synthesize it. The reactants are: [H-].[Al+3].[Li+].[H-].[H-].[H-].[CH3:7][O:8][C:9]1[CH:10]=[C:11]([CH:16]=[CH:17][N:18]=1)[C:12](OC)=[O:13].O.[OH-].[Na+].